This data is from Catalyst prediction with 721,799 reactions and 888 catalyst types from USPTO. The task is: Predict which catalyst facilitates the given reaction. (1) The catalyst class is: 338. Reactant: CS(O[CH2:6][C:7]1[CH:12]=[CH:11][CH:10]=[C:9]([C:13]2[C:17]3[C:18]([O:22][CH3:23])=[N:19][CH:20]=[CH:21][C:16]=3[N:15]([C:24]3[C:29]([F:30])=[CH:28][CH:27]=[CH:26][C:25]=3[F:31])[N:14]=2)[CH:8]=1)(=O)=O.Cl.[CH3:33][NH:34][CH3:35].[I-].[Na+].C(=O)([O-])O.[Na+]. Product: [F:31][C:25]1[CH:26]=[CH:27][CH:28]=[C:29]([F:30])[C:24]=1[N:15]1[C:16]2[CH:21]=[CH:20][N:19]=[C:18]([O:22][CH3:23])[C:17]=2[C:13]([C:9]2[CH:8]=[C:7]([CH2:6][N:34]([CH3:35])[CH3:33])[CH:12]=[CH:11][CH:10]=2)=[N:14]1. (2) Reactant: [C:1](OC(=O)C)(=[O:3])[CH3:2].[OH:8][C:9]1[CH:26]=[CH:25][C:24]2[C@@H:23]3[C@H:14]([C@H:15]4[C@@:19]([CH2:21][C@H:22]3[OH:27])([CH3:20])[C:18](=[O:28])[CH2:17][CH2:16]4)[CH2:13][CH2:12][C:11]=2[CH:10]=1.N1[CH:34]=[CH:33]C=CC=1.[OH2:35]. Product: [C:1]([O:8][C:9]1[CH:26]=[CH:25][C:24]2[C@@H:23]3[C@H:14]([C@H:15]4[C@@:19]([CH2:21][C@H:22]3[O:27][C:33](=[O:35])[CH3:34])([CH3:20])[C:18](=[O:28])[CH2:17][CH2:16]4)[CH2:13][CH2:12][C:11]=2[CH:10]=1)(=[O:3])[CH3:2]. The catalyst class is: 154. (3) Reactant: [H-].[Na+].[CH3:3][C:4]1[NH:5][C:6]2[CH:12]=[CH:11][CH:10]=[CH:9][C:7]=2[N:8]=1.[Br:13][C:14]1[CH:19]=[CH:18][CH:17]=[CH:16][C:15]=1[C:20]1[CH:25]=[CH:24][C:23]([CH2:26]OS(C)(=O)=O)=[CH:22][CH:21]=1. Product: [Br:13][C:14]1[CH:19]=[CH:18][CH:17]=[CH:16][C:15]=1[C:20]1[CH:21]=[CH:22][C:23]([CH2:26][N:5]2[C:6]3[CH:12]=[CH:11][CH:10]=[CH:9][C:7]=3[N:8]=[C:4]2[CH3:3])=[CH:24][CH:25]=1. The catalyst class is: 18.